This data is from Full USPTO retrosynthesis dataset with 1.9M reactions from patents (1976-2016). The task is: Predict the reactants needed to synthesize the given product. (1) The reactants are: [Si:1]([O:8][C:9]1[C:18]([CH3:19])=[CH:17][C:12]([C:13]([O:15][CH3:16])=[O:14])=[CH:11][C:10]=1[CH2:20][CH:21]=C)([C:4]([CH3:7])([CH3:6])[CH3:5])([CH3:3])[CH3:2].N1C(C)=CC=CC=1C.I([O-])(=O)(=O)=[O:32].[Na+].[BH4-].[Na+]. Given the product [Si:1]([O:8][C:9]1[C:18]([CH3:19])=[CH:17][C:12]([C:13]([O:15][CH3:16])=[O:14])=[CH:11][C:10]=1[CH2:20][CH2:21][OH:32])([C:4]([CH3:5])([CH3:7])[CH3:6])([CH3:3])[CH3:2], predict the reactants needed to synthesize it. (2) Given the product [Cl:1][C:2]1[C:10]([C:11]([F:14])([F:13])[F:12])=[CH:9][CH:8]=[CH:7][C:3]=1[C:4]([NH:26][C:27]1[CH:48]=[CH:47][CH:46]=[C:29]([O:30][C:31]2[CH:32]=[CH:33][C:34]3[N:35]([CH:37]=[C:38]([NH:40][C:41]([CH:43]4[CH2:44][CH2:45]4)=[O:42])[N:39]=3)[N:36]=2)[CH:28]=1)=[O:6], predict the reactants needed to synthesize it. The reactants are: [Cl:1][C:2]1[C:10]([C:11]([F:14])([F:13])[F:12])=[CH:9][CH:8]=[CH:7][C:3]=1[C:4]([OH:6])=O.C(Cl)(=O)C(Cl)=O.O1CCCC1.[NH2:26][C:27]1[CH:28]=[C:29]([CH:46]=[CH:47][CH:48]=1)[O:30][C:31]1[CH:32]=[CH:33][C:34]2[N:35]([CH:37]=[C:38]([NH:40][C:41]([CH:43]3[CH2:45][CH2:44]3)=[O:42])[N:39]=2)[N:36]=1. (3) Given the product [F:1][C:2]1[C:7]([O:8][CH3:9])=[CH:6][CH:5]=[CH:4][C:3]=1[OH:16], predict the reactants needed to synthesize it. The reactants are: [F:1][C:2]1[C:7]([O:8][CH3:9])=[CH:6][CH:5]=[CH:4][C:3]=1B(O)O.OO.S([O-])([O-])=[O:16].[Na+].[Na+]. (4) The reactants are: [NH2:1][CH2:2][CH2:3][CH2:4][CH2:5][C@H:6]([NH:14][C:15](=[O:34])[NH:16][C@@H:17]([CH2:25][CH2:26][C:27]([O:29][C:30]([CH3:33])([CH3:32])[CH3:31])=[O:28])[C:18]([O:20][C:21]([CH3:24])([CH3:23])[CH3:22])=[O:19])[C:7]([O:9][C:10]([CH3:13])([CH3:12])[CH3:11])=[O:8].[CH:35]1[C:47]2[CH:46]([CH2:48][O:49][C:50]([NH:52][C@@H:53]([CH2:57][CH2:58][CH2:59][CH2:60][NH:61][C:62](=[O:100])[CH2:63][N:64]3[CH2:75][CH2:74][N:73]([CH2:76][C:77](=[O:83])[O:78][C:79]([CH3:82])([CH3:81])[CH3:80])[CH2:72][CH2:71][N:70]([CH2:84][C:85](=[O:91])[O:86][C:87]([CH3:90])([CH3:89])[CH3:88])[CH2:69][CH2:68][N:67]([CH2:92][C:93]([O:95][C:96]([CH3:99])([CH3:98])[CH3:97])=[O:94])[CH2:66][CH2:65]3)[C:54](O)=[O:55])=[O:51])[C:45]3[C:40](=[CH:41][CH:42]=[CH:43][CH:44]=3)[C:39]=2[CH:38]=[CH:37][CH:36]=1.CCN=C=NCCCN(C)C.C1C=CC2N(O)N=NC=2C=1.CCN(C(C)C)C(C)C. Given the product [CH:35]1[C:47]2[CH:46]([CH2:48][O:49][C:50](=[O:51])[NH:52][C@@H:53]([CH2:57][CH2:58][CH2:59][CH2:60][NH:61][C:62](=[O:100])[CH2:63][N:64]3[CH2:65][CH2:66][N:67]([CH2:92][C:93](=[O:94])[O:95][C:96]([CH3:97])([CH3:98])[CH3:99])[CH2:68][CH2:69][N:70]([CH2:84][C:85](=[O:91])[O:86][C:87]([CH3:88])([CH3:89])[CH3:90])[CH2:71][CH2:72][N:73]([CH2:76][C:77]([O:78][C:79]([CH3:82])([CH3:81])[CH3:80])=[O:83])[CH2:74][CH2:75]3)[C:54](=[O:55])[NH:1][CH2:2][CH2:3][CH2:4][CH2:5][C@@H:6]([C:7]([O:9][C:10]([CH3:13])([CH3:12])[CH3:11])=[O:8])[NH:14][C:15](=[O:34])[NH:16][C@H:17]([C:18]([O:20][C:21]([CH3:22])([CH3:23])[CH3:24])=[O:19])[CH2:25][CH2:26][C:27]([O:29][C:30]([CH3:33])([CH3:32])[CH3:31])=[O:28])[C:45]3[C:40](=[CH:41][CH:42]=[CH:43][CH:44]=3)[C:39]=2[CH:38]=[CH:37][CH:36]=1, predict the reactants needed to synthesize it. (5) Given the product [I:6][C:7]1[N:8]=[CH:9][N:10]([CH2:4][CH2:3][O:2][CH3:1])[C:11]=1[I:12], predict the reactants needed to synthesize it. The reactants are: [CH3:1][O:2][CH2:3][CH2:4]Br.[I:6][C:7]1[N:8]=[CH:9][NH:10][C:11]=1[I:12].[OH-].[Na+].